Dataset: Reaction yield outcomes from USPTO patents with 853,638 reactions. Task: Predict the reaction yield, written as a fraction of the theoretical maximum amount of product (1.0 means a 100% yield; for example, 0.34 means a 34% yield). (1) The reactants are [OH:1][C:2]1[CH:17]=[CH:16][C:5]([CH2:6][CH2:7][NH:8][C:9](=[O:15])[O:10][C:11]([CH3:14])([CH3:13])[CH3:12])=[CH:4][CH:3]=1.[Cl:18][C:19]1[CH:24]=[C:23]([N+:25]([O-:27])=[O:26])[CH:22]=[C:21]([Cl:28])[C:20]=1F.C(=O)([O-])[O-].[K+].[K+]. The catalyst is CC(=O)CC. The product is [Cl:18][C:19]1[CH:24]=[C:23]([N+:25]([O-:27])=[O:26])[CH:22]=[C:21]([Cl:28])[C:20]=1[O:1][C:2]1[CH:17]=[CH:16][C:5]([CH2:6][CH2:7][NH:8][C:9](=[O:15])[O:10][C:11]([CH3:14])([CH3:12])[CH3:13])=[CH:4][CH:3]=1. The yield is 0.873. (2) The reactants are [CH:1]1([CH:4]([NH2:6])[CH3:5])[CH2:3][CH2:2]1.[Br:7][C:8]1[CH:9]=[C:10]2[C:15](Cl)=[C:14]([C:17]([NH2:19])=[O:18])[CH:13]=[N:12][N:11]2[CH:20]=1.CO. The catalyst is CN1C(=O)CCC1. The product is [Br:7][C:8]1[CH:9]=[C:10]2[C:15]([NH:6][CH:4]([CH:1]3[CH2:3][CH2:2]3)[CH3:5])=[C:14]([C:17]([NH2:19])=[O:18])[CH:13]=[N:12][N:11]2[CH:20]=1. The yield is 0.610. (3) The reactants are [Cl:1][C:2]1[CH:3]=[CH:4][C:5]([N+:19]([O-])=O)=[C:6]([CH:18]=1)[O:7][C:8]1[CH:17]=[CH:16][CH:15]=[CH:14][C:9]=1[C:10]([O:12][CH3:13])=[O:11].O.O.Cl[Sn]Cl.O.C(=O)(O)[O-]. The catalyst is C(O)C.C(OCC)(=O)C. The product is [NH2:19][C:5]1[CH:4]=[CH:3][C:2]([Cl:1])=[CH:18][C:6]=1[O:7][C:8]1[CH:17]=[CH:16][CH:15]=[CH:14][C:9]=1[C:10]([O:12][CH3:13])=[O:11]. The yield is 0.510. (4) The reactants are Cl[C:2]1[CH:7]=[C:6]([CH3:8])[CH:5]=[CH:4][N+:3]=1[O-:9].[NH2:10][CH2:11][CH2:12][CH2:13][OH:14].C([O-])(O)=O.[Na+].C(O)(CC)(C)C. The catalyst is C(Cl)Cl. The product is [OH:14][CH2:13][CH2:12][CH2:11][NH:10][C:2]1[CH:7]=[C:6]([CH3:8])[CH:5]=[CH:4][N+:3]=1[O-:9]. The yield is 0.880. (5) The catalyst is ClCCl.C(N(CC)CC)C.CN(C1C=CN=CC=1)C. The product is [C:1]([O:5][C:6](=[O:7])/[CH:8]=[CH:9]/[C:10]1[CH:18]=[CH:17][C:13]([C:14]([N:26]2[CH2:25][C:24]3[CH:23]=[N:22][N:21]([CH3:20])[C:30]=3[NH:29][C:28]3[CH:31]=[CH:32][CH:33]=[CH:34][C:27]2=3)=[O:16])=[CH:12][C:11]=1[CH3:19])([CH3:2])([CH3:3])[CH3:4]. The reactants are [C:1]([O:5][C:6](/[CH:8]=[CH:9]/[C:10]1[CH:18]=[CH:17][C:13]([C:14]([OH:16])=O)=[CH:12][C:11]=1[CH3:19])=[O:7])([CH3:4])([CH3:3])[CH3:2].[CH3:20][N:21]1[C:30]2[NH:29][C:28]3[CH:31]=[CH:32][CH:33]=[CH:34][C:27]=3[NH:26][CH2:25][C:24]=2[CH:23]=[N:22]1. The yield is 0.820. (6) The reactants are [CH3:1][S:2]([NH:5][CH:6]1[CH2:11][CH2:10][CH2:9][CH2:8][CH:7]1[OH:12])(=[O:4])=[O:3].C(N(CC)CC)C.[C:20](Cl)(=[O:24])[C:21]([CH3:23])=[CH2:22]. The catalyst is C(#N)C. The product is [C:20]([O:12][CH:7]1[CH2:8][CH2:9][CH2:10][CH2:11][CH:6]1[NH:5][S:2]([CH3:1])(=[O:4])=[O:3])(=[O:24])[C:21]([CH3:23])=[CH2:22]. The yield is 0.630. (7) The reactants are [C:1]([C:5]1[NH:6][C:7]2[C:12]([CH:13]=1)=[C:11]([F:14])[C:10]([N+:15]([O-])=O)=[CH:9][CH:8]=2)([CH3:4])([CH3:3])[CH3:2].[BH4-].[Na+].O. The catalyst is CO.Cl[Ni]Cl. The product is [C:1]([C:5]1[NH:6][C:7]2[C:12]([CH:13]=1)=[C:11]([F:14])[C:10]([NH2:15])=[CH:9][CH:8]=2)([CH3:4])([CH3:2])[CH3:3]. The yield is 0.500. (8) The reactants are [Cl:1][C:2]1[CH:7]=[CH:6][C:5]([CH:8]([CH:11]2[CH2:16][CH2:15][N:14]([C:17]([O:19][C:20]([CH3:23])([CH3:22])[CH3:21])=[O:18])[CH2:13][CH2:12]2)[CH:9]=[O:10])=[CH:4][CH:3]=1.[BH4-].[Na+]. The catalyst is CO. The product is [Cl:1][C:2]1[CH:7]=[CH:6][C:5]([CH:8]([CH:11]2[CH2:12][CH2:13][N:14]([C:17]([O:19][C:20]([CH3:23])([CH3:22])[CH3:21])=[O:18])[CH2:15][CH2:16]2)[CH2:9][OH:10])=[CH:4][CH:3]=1. The yield is 0.350. (9) The reactants are CC1(C)C(C)(C)OB([C:9]2[CH:10]=[C:11]3[C:17]([C:18]4[N:19](S(C5C=CC(C)=CC=5)(=O)=O)[N:20]=[CH:21][CH:22]=4)=[CH:16][N:15](S(C4C=CC(C)=CC=4)(=O)=O)[C:12]3=[N:13][CH:14]=2)O1.Br[C:45]1[CH:46]=[N:47][CH:48]=[C:49]([CH:53]=1)[C:50]([NH2:52])=[O:51].ClCCl. The catalyst is C1C=CC(P(C2C=CC=CC=2)[C-]2C=CC=C2)=CC=1.C1C=CC(P(C2C=CC=CC=2)[C-]2C=CC=C2)=CC=1.Cl[Pd]Cl.[Fe+2].C(#N)C. The product is [N:20]1[NH:19][C:18]([C:17]2[C:11]3[C:12](=[N:13][CH:14]=[C:9]([C:45]4[CH:46]=[N:47][CH:48]=[C:49]([CH:53]=4)[C:50]([NH2:52])=[O:51])[CH:10]=3)[NH:15][CH:16]=2)=[CH:22][CH:21]=1. The yield is 0.0300.